Dataset: Catalyst prediction with 721,799 reactions and 888 catalyst types from USPTO. Task: Predict which catalyst facilitates the given reaction. (1) Reactant: [Cl:1][C:2]1[CH:8]=[C:7]([O:9][C:10]2[C:19]3[C:14](=[CH:15][C:16]([O:22][CH3:23])=[C:17]([O:20][CH3:21])[CH:18]=3)[N:13]=[CH:12][N:11]=2)[CH:6]=[CH:5][C:3]=1[NH2:4].[C:24]1([CH3:30])[CH:29]=[CH:28][CH:27]=[CH:26][CH:25]=1.C(N(CC)CC)C.Cl[C:39](Cl)([O:41][C:42](=O)OC(Cl)(Cl)Cl)Cl.CC1C=CC(C[SH:56])=CC=1. Product: [Cl:1][C:2]1[CH:8]=[C:7]([O:9][C:10]2[C:19]3[C:14](=[CH:15][C:16]([O:22][CH3:23])=[C:17]([O:20][CH3:21])[CH:18]=3)[N:13]=[CH:12][N:11]=2)[CH:6]=[CH:5][C:3]=1[NH:4][C:39](=[S:56])[O:41][CH2:42][C:27]1[CH:28]=[CH:29][C:24]([CH3:30])=[CH:25][CH:26]=1. The catalyst class is: 2. (2) Reactant: [CH:1]1([S:4](Cl)(=[O:6])=[O:5])[CH2:3][CH2:2]1.[CH3:8][NH:9][C:10]1[CH:29]=[CH:28][C:13]2[N:14]([CH2:21][CH:22]3[CH2:27][CH2:26][O:25][CH2:24][CH2:23]3)[C:15]([C:17]([F:20])([F:19])[F:18])=[N:16][C:12]=2[CH:11]=1.CCN(C(C)C)C(C)C. Product: [CH3:8][N:9]([C:10]1[CH:29]=[CH:28][C:13]2[N:14]([CH2:21][CH:22]3[CH2:27][CH2:26][O:25][CH2:24][CH2:23]3)[C:15]([C:17]([F:18])([F:19])[F:20])=[N:16][C:12]=2[CH:11]=1)[S:4]([CH:1]1[CH2:3][CH2:2]1)(=[O:6])=[O:5]. The catalyst class is: 79.